Dataset: Reaction yield outcomes from USPTO patents with 853,638 reactions. Task: Predict the reaction yield, written as a fraction of the theoretical maximum amount of product (1.0 means a 100% yield; for example, 0.34 means a 34% yield). The reactants are [C:1]([N:4]1[C:13]2[C:8](=[CH:9][C:10]([O:14][CH2:15][CH2:16][O:17][Si:18]([C:21]([CH3:24])([CH3:23])[CH3:22])([CH3:20])[CH3:19])=[CH:11][CH:12]=2)[C@H:7]([NH:25]C(=O)OCC2C=CC=CC=2)[C@@H:6]([CH3:36])[C@@H:5]1[CH:37]1[CH2:39][CH2:38]1)(=[O:3])[CH3:2]. The catalyst is C(O)C.[Pd]. The product is [NH2:25][C@H:7]1[C:8]2[C:13](=[CH:12][CH:11]=[C:10]([O:14][CH2:15][CH2:16][O:17][Si:18]([C:21]([CH3:23])([CH3:24])[CH3:22])([CH3:20])[CH3:19])[CH:9]=2)[N:4]([C:1](=[O:3])[CH3:2])[C@@H:5]([CH:37]2[CH2:39][CH2:38]2)[C@@H:6]1[CH3:36]. The yield is 0.900.